Dataset: Drug-target binding data from BindingDB using IC50 measurements. Task: Regression. Given a target protein amino acid sequence and a drug SMILES string, predict the binding affinity score between them. We predict pIC50 (pIC50 = -log10(IC50 in M); higher means more potent). Dataset: bindingdb_ic50. (1) The compound is O=C(CBr)NCCc1c[nH]c2ccccc12. The target protein (Q16613) has sequence MSTQSTHPLKPEAPRLPPGIPESPSCQRRHTLPASEFRCLTPEDAVSAFEIEREAFISVLGVCPLYLDEIRHFLTLCPELSLGWFEEGCLVAFIIGSLWDKERLMQESLTLHRSGGHIAHLHVLAVHRAFRQQGRGPILLWRYLHHLGSQPAVRRAALMCEDALVPFYERFSFHAVGPCAITVGSLTFMELHCSLRGHPFLRRNSGC. The pIC50 is 5.8. (2) The target protein (Q14188) has sequence MTAKNVGLTSTNAEVRGFIDQNLSPTKGNISFVAFPVSNTNSPTKILPKTLGPINVNVGPQMIISTPQRLTSSGSVLIGSPYTPAPAMVTQTHIAEATGWVPGDRKRARKFIDSDFSESKRSKKGDKNGKGLRHFSMKVCEKVQRKGTTSYNEVADELVSEFTNSNNHLAADSAYDQKNIRRRVYDALNVLMAMNIISKEKKEIKWIGLPTNSAQECQNLEIEKQRRIERIKQKRAQLQELLLQQIAFKNLVQRNRQNEQQNQGPPALNSTIQLPFIIINTSRKTVIDCSISSDKFEYLFNFDNTFEIHDDIEVLKRMGMSFGLESGKCSLEDLKLAKSLVPKALEGYITDISTGPSWLNQGLLLNSTQSVSNLDLTTGATLPQSSVNQGLCLDAEVALATGQFLAPNSHQSSSAASHCSESRGETPCSFNDEDEEDDEEDSSSPE. The drug is Cc1ccc(Oc2nc3cc(-c4ccc(-c5ccccc5)cc4)c(Cl)cc3[nH]2)cc1C(=O)O. The pIC50 is 4.1. (3) The small molecule is CC(C)Cn1c(=O)n(C)c(=O)c2[nH]cnc21. The target protein sequence is EETRELQSLAAAVVPSAQTLKITDFSFSDFELSDLETALCTIRMFTDLNLVQNFQMKHEVLCRWILSVKKNYRKNVAYHNWRHAFNTAQCMFAALKAGKIQNKLTDLEILALLIAALSHDLDHRGVNNSYIQRSEHPLAQLYCHSIMEHHHFDQCLMILNSPGNQILSGLSIEEYKTTLKIIKQAILATDLALYIKRRGEFFELIRKNQFNLEDPHQKELFLAMLMTACDLSAITKPWPIQQRIAELVATEFFDQGDRERKELNIEPTDLMNREKKNKIPSMQVGFIDAICLQLYEALTHVSEDCFPLLDGCRKNRQKWQALAEQQ. The pIC50 is 5.7. (4) The small molecule is O=C1C=CC(=O)C1. The target is XTSFAESXKPVQQPSAFGS. The pIC50 is 4.9. (5) The compound is Cc1ccc(-n2nc(C(C)(C)C)cc2NC(=O)Nc2ccc(Oc3ccnc4[nH]c(=O)[nH]c34)c3ccccc23)cc1. The target protein (P53778) has sequence MSSPPPARSGFYRQEVTKTAWEVRAVYRDLQPVGSGAYGAVCSAVDGRTGAKVAIKKLYRPFQSELFAKRAYRELRLLKHMRHENVIGLLDVFTPDETLDDFTDFYLVMPFMGTDLGKLMKHEKLGEDRIQFLVYQMLKGLRYIHAAGIIHRDLKPGNLAVNEDCELKILDFGLARQADSEMTGYVVTRWYRAPEVILNWMRYTQTVDIWSVGCIMAEMITGKTLFKGSDHLDQLKEIMKVTGTPPAEFVQRLQSDEAKNYMKGLPELEKKDFASILTNASPLAVNLLEKMLVLDAEQRVTAGEALAHPYFESLHDTEDEPQVQKYDDSFDDVDRTLDEWKRVTYKEVLSFKPPRQLGARVSKETPL. The pIC50 is 7.1.